This data is from Full USPTO retrosynthesis dataset with 1.9M reactions from patents (1976-2016). The task is: Predict the reactants needed to synthesize the given product. (1) Given the product [C:1]([N:9]1[CH2:13][CH2:12][C@H:11]([N:14]([CH3:24])[C:15](=[O:21])[O:16][C:17]([CH3:18])([CH3:20])[CH3:19])[CH2:10]1)(=[O:8])[C:2]1[CH:3]=[CH:4][CH:5]=[CH:6][CH:7]=1, predict the reactants needed to synthesize it. The reactants are: [C:1]([N:9]1[CH2:13][CH2:12][C@H:11]([NH:14][C:15](=[O:21])[O:16][C:17]([CH3:20])([CH3:19])[CH3:18])[CH2:10]1)(=[O:8])[C:2]1[CH:7]=[CH:6][CH:5]=[CH:4][CH:3]=1.[H-].[Na+].[CH3:24]I.O. (2) Given the product [Cl:1][C:2]1[CH:8]=[C:7]([Cl:9])[CH:6]=[C:4]2[C:3]=1[CH:20]([C:19]1[CH:22]=[CH:23][CH:24]=[CH:25][C:18]=1[Cl:17])[CH2:21][CH:11]([C:10]([OH:14])=[O:13])[NH:5]2, predict the reactants needed to synthesize it. The reactants are: [Cl:1][C:2]1[CH:3]=[C:4]([CH:6]=[C:7]([Cl:9])[CH:8]=1)[NH2:5].[C:10]([O:14]CC)(=[O:13])[CH:11]=O.[Cl:17][C:18]1[CH:25]=[CH:24][CH:23]=[CH:22][C:19]=1[CH:20]=[CH2:21].FC(F)(F)C(O)=O.[OH-].[Na+]. (3) Given the product [CH2:15]([O:17][C:18]([CH:20]1[CH2:21][N:22]([C:26]([CH:28]2[CH2:33][CH2:32][N:31]([C:34]3[CH:35]=[CH:36][N:37]=[CH:38][CH:39]=3)[CH2:30][CH2:29]2)=[O:27])[CH2:23][CH2:24][N:25]1[S:11]([C:2]1[CH:3]=[CH:4][C:5]2[C:10](=[CH:9][CH:8]=[CH:7][CH:6]=2)[CH:1]=1)(=[O:13])=[O:12])=[O:19])[CH3:16], predict the reactants needed to synthesize it. The reactants are: [CH:1]1[C:10]2[C:5](=[CH:6][CH:7]=[CH:8][CH:9]=2)[CH:4]=[CH:3][C:2]=1[S:11](Cl)(=[O:13])=[O:12].[CH2:15]([O:17][C:18]([CH:20]1[NH:25][CH2:24][CH2:23][N:22]([C:26]([CH:28]2[CH2:33][CH2:32][N:31]([C:34]3[CH:39]=[CH:38][N:37]=[CH:36][CH:35]=3)[CH2:30][CH2:29]2)=[O:27])[CH2:21]1)=[O:19])[CH3:16]. (4) Given the product [CH3:30][Si:27]([CH3:29])([CH3:28])[CH2:26][CH2:25][O:24][CH2:23][N:14]([CH2:15][O:16][CH2:17][CH2:18][Si:19]([CH3:20])([CH3:21])[CH3:22])[C:12]1[N:11]2[N:31]=[CH:32][CH:33]=[C:10]2[N:9]=[C:8]([CH:5]2[CH2:4][CH2:3][C:2](=[O:43])[CH2:7][CH2:6]2)[CH:13]=1, predict the reactants needed to synthesize it. The reactants are: C=[C:2]1[CH2:7][CH2:6][CH:5]([C:8]2[CH:13]=[C:12]([N:14]([CH2:23][O:24][CH2:25][CH2:26][Si:27]([CH3:30])([CH3:29])[CH3:28])[CH2:15][O:16][CH2:17][CH2:18][Si:19]([CH3:22])([CH3:21])[CH3:20])[N:11]3[N:31]=[CH:32][CH:33]=[C:10]3[N:9]=2)[CH2:4][CH2:3]1.N1C(C)=CC=CC=1C.O.[O-:43]S([O-])(=S)=O.[Na+].[Na+]. (5) Given the product [CH3:10][C:11](=[O:17])[CH2:12][CH2:13][CH2:14][CH2:15][CH3:16].[C:1]([O:7][CH2:8][CH3:9])(=[O:6])[CH2:2][C:3]([CH3:5])=[O:4], predict the reactants needed to synthesize it. The reactants are: [C:1]([O:7][CH2:8][CH3:9])(=[O:6])[CH2:2][C:3]([CH3:5])=[O:4].[CH3:10][C:11](=[O:17])[CH2:12][CH2:13][CH2:14][CH2:15][CH3:16].C[Si](C)(OC(=O)C)OC(=O)C. (6) Given the product [ClH:4].[F:5][C:6]1[CH:7]=[CH:8][C:9]([OH:27])=[C:10]([CH2:12][C:13]([CH:21]2[O:26][CH2:25][CH2:24][NH:23][CH2:22]2)([C:15]2[CH:16]=[CH:17][CH:18]=[CH:19][CH:20]=2)[CH3:1])[CH:11]=1, predict the reactants needed to synthesize it. The reactants are: [CH3:1][S-].[Na+].[ClH:4].[F:5][C:6]1[CH:7]=[CH:8][C:9]([O:27]C)=[C:10]([CH2:12][C:13]([CH:21]2[O:26][CH2:25][CH2:24][NH:23][CH2:22]2)([C:15]2[CH:20]=[CH:19][CH:18]=[CH:17][CH:16]=2)O)[CH:11]=1.CO.